From a dataset of Full USPTO retrosynthesis dataset with 1.9M reactions from patents (1976-2016). Predict the reactants needed to synthesize the given product. (1) Given the product [OH:33][CH2:32][CH2:31][CH2:30][O:34][CH2:2][C:3]1[N:4]=[CH:5][S:6][C:7]=1/[CH:8]=[CH:9]\[S:10][C:11]([C:24]1[CH:29]=[CH:28][CH:27]=[CH:26][CH:25]=1)([C:18]1[CH:23]=[CH:22][CH:21]=[CH:20][CH:19]=1)[C:12]1[CH:17]=[CH:16][CH:15]=[CH:14][CH:13]=1, predict the reactants needed to synthesize it. The reactants are: Cl[CH2:2][C:3]1[N:4]=[CH:5][S:6][C:7]=1/[CH:8]=[CH:9]\[S:10][C:11]([C:24]1[CH:29]=[CH:28][CH:27]=[CH:26][CH:25]=1)([C:18]1[CH:23]=[CH:22][CH:21]=[CH:20][CH:19]=1)[C:12]1[CH:17]=[CH:16][CH:15]=[CH:14][CH:13]=1.[CH2:30]([OH:34])[CH2:31][CH2:32][OH:33]. (2) Given the product [CH3:1][C@H:2]1[CH2:4][C@H:3]1[C:5]1[C:9]2[C:8](=[N:10][CH:16]=[C:15]([N+:12]([O-:14])=[O:13])[CH:18]=2)[NH:7][N:6]=1, predict the reactants needed to synthesize it. The reactants are: [CH3:1][C@H:2]1[CH2:4][C@H:3]1[C:5]1[CH:9]=[C:8]([NH2:10])[NH:7][N:6]=1.O.[N+:12]([CH:15]([CH:18]=O)[CH:16]=O)([O-:14])=[O:13].[Na].O. (3) Given the product [Br:16][C:17]1[CH:22]=[CH:21][C:20]([C:23]2([O:8][Si:1]([C:4]([CH3:7])([CH3:6])[CH3:5])([CH3:3])[CH3:2])[CH2:26][CH2:25][CH2:24]2)=[CH:19][CH:18]=1, predict the reactants needed to synthesize it. The reactants are: [Si:1]([O:8]S(C(F)(F)F)(=O)=O)([C:4]([CH3:7])([CH3:6])[CH3:5])([CH3:3])[CH3:2].[Br:16][C:17]1[CH:22]=[CH:21][C:20]([C:23]2(O)[CH2:26][CH2:25][CH2:24]2)=[CH:19][CH:18]=1.C(N(CC)CC)C.C([O-])(O)=O.[Na+].